Dataset: Full USPTO retrosynthesis dataset with 1.9M reactions from patents (1976-2016). Task: Predict the reactants needed to synthesize the given product. (1) Given the product [Si:15]([O:22][C@H:23]([CH2:27][CH2:28][CH2:29][CH2:30][CH2:31][CH3:32])[C@@H:24]([N:38]1[CH:37]=[N:36][C:35]2[C:39]1=[N:40][CH:41]=[N:42][C:34]=2[Cl:33])[CH3:25])([C:18]([CH3:21])([CH3:20])[CH3:19])([CH3:17])[CH3:16], predict the reactants needed to synthesize it. The reactants are: N(C(OC(C)C)=O)=NC(OC(C)C)=O.[Si:15]([O:22][C@H:23]([CH2:27][CH2:28][CH2:29][CH2:30][CH2:31][CH3:32])[C@H:24](O)[CH3:25])([C:18]([CH3:21])([CH3:20])[CH3:19])([CH3:17])[CH3:16].[Cl:33][C:34]1[N:42]=[CH:41][N:40]=[C:39]2[C:35]=1[N:36]=[CH:37][NH:38]2.C1(P(C2C=CC=CC=2)C2C=CC=CC=2)C=CC=CC=1. (2) Given the product [CH2:23]([C:22]1[C:17]2[CH:16]=[CH:15][N:14]([C:11]3[CH:12]=[CH:13][C:8]([CH2:7][C:6]([OH:34])=[O:5])=[CH:9][CH:10]=3)[C:18]=2[N:19]=[C:20]([C:25]2[CH:30]=[CH:29][C:28]([O:31][CH3:32])=[C:27]([F:33])[CH:26]=2)[N:21]=1)[CH3:24].[F:35][C:36]([F:41])([F:40])[C:37]([OH:39])=[O:38], predict the reactants needed to synthesize it. The reactants are: C([O:5][C:6](=[O:34])[CH2:7][C:8]1[CH:13]=[CH:12][C:11]([N:14]2[C:18]3[N:19]=[C:20]([C:25]4[CH:30]=[CH:29][C:28]([O:31][CH3:32])=[C:27]([F:33])[CH:26]=4)[N:21]=[C:22]([CH2:23][CH3:24])[C:17]=3[CH2:16][CH2:15]2)=[CH:10][CH:9]=1)(C)(C)C.[F:35][C:36]([F:41])([F:40])[C:37]([OH:39])=[O:38].